From a dataset of Full USPTO retrosynthesis dataset with 1.9M reactions from patents (1976-2016). Predict the reactants needed to synthesize the given product. The reactants are: [Cl:1][C:2]1[CH:3]=[C:4]([CH:8]=[C:9]([Cl:11])[N:10]=1)[C:5]([OH:7])=[O:6].[CH2:12](O)[CH3:13]. Given the product [CH2:12]([O:6][C:5](=[O:7])[C:4]1[CH:8]=[C:9]([Cl:11])[N:10]=[C:2]([Cl:1])[CH:3]=1)[CH3:13], predict the reactants needed to synthesize it.